From a dataset of Forward reaction prediction with 1.9M reactions from USPTO patents (1976-2016). Predict the product of the given reaction. (1) Given the reactants [C:1]([O:5][C:6](=[O:9])[CH2:7][NH2:8])([CH3:4])([CH3:3])[CH3:2].[C:10]([C:12]1[CH:13]=[C:14]([CH:17]=[CH:18][CH:19]=1)[CH:15]=O)#[N:11].[BH4-].[Na+], predict the reaction product. The product is: [C:10]([C:12]1[CH:13]=[C:14]([CH:17]=[CH:18][CH:19]=1)[CH2:15][NH:8][CH2:7][C:6]([O:5][C:1]([CH3:4])([CH3:3])[CH3:2])=[O:9])#[N:11]. (2) Given the reactants [Br:1]Br.C1(P(C2C=CC=CC=2)C2C=CC=CC=2)C=CC=CC=1.[CH3:22][O:23][CH2:24][C:25]1[CH:26]=[C:27]([C:31]2[O:35][C:34]([CH3:36])=[N:33][C:32]=2[CH2:37]O)[CH:28]=[CH:29][CH:30]=1, predict the reaction product. The product is: [Br:1][CH2:37][C:32]1[N:33]=[C:34]([CH3:36])[O:35][C:31]=1[C:27]1[CH:28]=[CH:29][CH:30]=[C:25]([CH2:24][O:23][CH3:22])[CH:26]=1. (3) Given the reactants [C:1]1([CH3:14])[CH:6]=[CH:5][CH:4]=[CH:3][C:2]=1[C:7]1[O:8][CH:9]=[C:10]([CH2:12]Cl)[N:11]=1.[NH2:15][C:16]1[CH:25]=[CH:24][C:23]2[C:22]([OH:26])=[CH:21][CH:20]=[CH:19][C:18]=2[CH:17]=1.[S:27](O[S:27]([C:30]([F:33])([F:32])[F:31])(=[O:29])=[O:28])([C:30]([F:33])([F:32])[F:31])(=[O:29])=[O:28], predict the reaction product. The product is: [C:1]1([CH3:14])[CH:6]=[CH:5][CH:4]=[CH:3][C:2]=1[C:7]1[O:8][CH:9]=[C:10]([CH2:12][O:26][C:22]2[CH:21]=[CH:20][CH:19]=[C:18]3[C:23]=2[CH:24]=[CH:25][C:16]([NH:15][S:27]([C:30]([F:33])([F:32])[F:31])(=[O:29])=[O:28])=[CH:17]3)[N:11]=1. (4) Given the reactants [Cl:1][C:2]1[C:11]([O:12][CH:13]2[CH2:18][CH2:17][C:16](=O)[CH2:15][CH2:14]2)=[CH:10][CH:9]=[C:8]2[C:3]=1[CH:4]=[CH:5][N:6]=[CH:7]2.C(N(CC)CC)C.[CH:27]1([NH2:33])[CH2:32][CH2:31][CH2:30][CH2:29][CH2:28]1.C(O)(=O)C.C([BH3-])#N.[Na+], predict the reaction product. The product is: [Cl:1][C:2]1[C:11]([O:12][CH:13]2[CH2:18][CH2:17][CH:16]([NH:33][CH:27]3[CH2:32][CH2:31][CH2:30][CH2:29][CH2:28]3)[CH2:15][CH2:14]2)=[CH:10][CH:9]=[C:8]2[C:3]=1[CH:4]=[CH:5][N:6]=[CH:7]2. (5) Given the reactants ClC1C=C[C:5]([CH:8]2[NH:12][C:11]([C:13]3C=CC(OC)=[CH:15][C:14]=3OCC)=N[CH:9]2[CH:24]2CCCCC2)=CC=1.[Cl:30][C:31]1[CH:36]=[CH:35][C:34]([CH:37]2[N:41]([C:42]([N:44]3CCN(C)C[CH2:45]3)=[O:43])[C:40]([C:51]3[CH:56]=[CH:55][C:54]([O:57][CH3:58])=[CH:53][C:52]=3[O:59][CH2:60][CH3:61])=[N:39][CH:38]2[CH2:62][CH:63]2[CH2:67][CH2:66][CH2:65][CH2:64]2)=[CH:33][CH:32]=1, predict the reaction product. The product is: [Cl:30][C:31]1[CH:36]=[CH:35][C:34]([CH:37]2[N:41]([C:42]([N:44]3[CH2:24][CH2:9][CH:8]([N:12]4[CH2:15][CH2:14][CH2:13][CH2:11]4)[CH2:5][CH2:45]3)=[O:43])[C:40]([C:51]3[CH:56]=[CH:55][C:54]([O:57][CH3:58])=[CH:53][C:52]=3[O:59][CH2:60][CH3:61])=[N:39][CH:38]2[CH:62]2[CH2:63][CH2:64][CH2:65][CH2:66][CH2:67]2)=[CH:33][CH:32]=1. (6) The product is: [OH:28][NH:27][C:25]([C:24]1([CH2:23][S:20]([N:17]2[CH2:18][CH2:19][N:14]([C:11]3[N:10]=[CH:9][C:8]([C:5]4[CH:6]=[CH:7][C:2]([F:1])=[CH:3][CH:4]=4)=[CH:13][N:12]=3)[CH2:15][CH2:16]2)(=[O:21])=[O:22])[CH2:38][CH2:33][CH2:34][CH2:31][CH2:29]1)=[O:26]. Given the reactants [F:1][C:2]1[CH:7]=[CH:6][C:5]([C:8]2[CH:9]=[N:10][C:11]([N:14]3[CH2:19][CH2:18][N:17]([S:20]([CH2:23][C@H:24]([CH:29]([CH3:31])C)[C:25]([NH:27][OH:28])=[O:26])(=[O:22])=[O:21])[CH2:16][CH2:15]3)=[N:12][CH:13]=2)=[CH:4][CH:3]=1.F[C:33]1[CH:38]=CC(C2C=NC(N3CCN(S(CC4(C(O)=O)CCCCC4)(=O)=O)CC3)=NC=2)=C[CH:34]=1, predict the reaction product. (7) Given the reactants [CH2:1]([O:3][C:4](=[O:13])[C:5]1[CH:10]=[C:9]([Br:11])[C:8](Br)=[N:7][CH:6]=1)[CH3:2].[CH2:14]([Mg]Br)[CH3:15].O.C(OCC)(=O)C, predict the reaction product. The product is: [Br:11][C:9]1[C:8]([CH2:14][CH3:15])=[N:7][CH:6]=[C:5]([CH:10]=1)[C:4]([O:3][CH2:1][CH3:2])=[O:13].